Dataset: Reaction yield outcomes from USPTO patents with 853,638 reactions. Task: Predict the reaction yield, written as a fraction of the theoretical maximum amount of product (1.0 means a 100% yield; for example, 0.34 means a 34% yield). The reactants are [F:1][C:2]1[CH:7]=[C:6]([F:8])[CH:5]=[CH:4][C:3]=1[CH:9]=[C:10]([C:21](=O)[CH2:22][CH3:23])[C:11]([O:13][CH2:14][C:15]1[CH:20]=[CH:19][CH:18]=[CH:17][CH:16]=1)=[O:12].[CH3:25][O:26][C:27]([NH2:29])=[NH:28].[CH3:25][O:26][C:27]([NH2:29])=[NH:28].OS(O)(=O)=O.C([O-])(O)=O.[Na+]. The catalyst is C(O)C. The product is [CH2:14]([O:13][C:11]([C:10]1[CH:9]([C:3]2[CH:4]=[CH:5][C:6]([F:8])=[CH:7][C:2]=2[F:1])[NH:29][C:27]([O:26][CH3:25])=[N:28][C:21]=1[CH2:22][CH3:23])=[O:12])[C:15]1[CH:20]=[CH:19][CH:18]=[CH:17][CH:16]=1. The yield is 0.420.